Dataset: Catalyst prediction with 721,799 reactions and 888 catalyst types from USPTO. Task: Predict which catalyst facilitates the given reaction. (1) Reactant: Br[C:2]1[C:3]([C:20]([CH3:23])([CH3:22])[CH3:21])=[N:4][N:5]2[CH:10]=[C:9]([CH:11]([CH2:16][CH2:17][CH3:18])[C:12]([O:14][CH3:15])=[O:13])[C:8]([CH3:19])=[N:7][C:6]=12.B(O)(O)[C:25]1[CH:26]=[CH:27][C:28]([CH3:31])=[CH:29][CH:30]=1.C(N([CH:40]([CH3:42])[CH3:41])CC)(C)C. Product: [C:20]([C:3]1[C:2]([C:2]2[CH:6]=[CH:42][C:40]([CH3:41])=[CH:20][CH:3]=2)=[C:6]2[N:7]=[C:8]([CH3:19])[C:9]([CH:11]([CH2:16][CH2:17][CH3:18])[C:12]([O:14][CH3:15])=[O:13])=[C:10]([C:25]3[CH:26]=[CH:27][C:28]([CH3:31])=[CH:29][CH:30]=3)[N:5]2[N:4]=1)([CH3:23])([CH3:22])[CH3:21]. The catalyst class is: 149. (2) Reactant: [CH3:1][O:2][C:3](=[O:16])[C:4]1[CH:9]=[C:8]([N+:10]([O-:12])=[O:11])[C:7]([NH2:13])=[C:6]([F:14])[C:5]=1F.[F:17][C:18]1[CH:23]=[CH:22][CH:21]=[CH:20][C:19]=1[NH2:24]. Product: [CH3:1][O:2][C:3](=[O:16])[C:4]1[CH:9]=[C:8]([N+:10]([O-:12])=[O:11])[C:7]([NH2:13])=[C:6]([F:14])[C:5]=1[NH:24][C:19]1[CH:20]=[CH:21][CH:22]=[CH:23][C:18]=1[F:17]. The catalyst class is: 2. (3) Reactant: C([O:8][C:9]1[CH:10]=[N:11][C:12]([CH:15]2[CH2:20][CH2:19][N:18]([C:21]([O:23][C:24]([CH3:27])([CH3:26])[CH3:25])=[O:22])[CH2:17][CH:16]2[OH:28])=[N:13][CH:14]=1)C1C=CC=CC=1. Product: [OH:28][CH:16]1[CH:15]([C:12]2[N:13]=[CH:14][C:9]([OH:8])=[CH:10][N:11]=2)[CH2:20][CH2:19][N:18]([C:21]([O:23][C:24]([CH3:27])([CH3:26])[CH3:25])=[O:22])[CH2:17]1. The catalyst class is: 19. (4) Reactant: F[B-](F)(F)F.[CH3:6][O+](C)C.[C:10]([C:12]1[CH:17]=[CH:16][C:15]([CH:18]([C:33]2[C:43](=[O:44])[CH2:42][C:36]3([CH2:41][CH2:40][O:39][CH2:38][CH2:37]3)[CH2:35][C:34]=2[OH:45])[NH:19][C:20]([NH:22][C:23]2[CH:28]=[CH:27][CH:26]=[C:25]([C:29]([F:32])([F:31])[F:30])[CH:24]=2)=[O:21])=[CH:14][CH:13]=1)#[N:11].C(N(CC)C(C)C)(C)C. Product: [C:10]([C:12]1[CH:13]=[CH:14][C:15]([CH:18]([C:33]2[C:34](=[O:45])[CH2:35][C:36]3([CH2:37][CH2:38][O:39][CH2:40][CH2:41]3)[CH2:42][C:43]=2[O:44][CH3:6])[NH:19][C:20]([NH:22][C:23]2[CH:28]=[CH:27][CH:26]=[C:25]([C:29]([F:32])([F:31])[F:30])[CH:24]=2)=[O:21])=[CH:16][CH:17]=1)#[N:11]. The catalyst class is: 4. (5) Reactant: [NH2:1][C:2]1[CH:29]=[CH:28][C:5]([O:6][C:7]2[N:12]=[CH:11][N:10]=[C:9]([NH:13][C:14]3[CH:19]=[CH:18][C:17]([O:20][CH2:21][C:22]4[CH:27]=[CH:26][CH:25]=[CH:24][CH:23]=4)=[CH:16][CH:15]=3)[CH:8]=2)=[C:4]([F:30])[CH:3]=1.FC1C=C(N[C:55](=[O:67])[CH2:56][C:57]([NH:59][C:60]2[CH:65]=[CH:64][C:63]([F:66])=[CH:62][CH:61]=2)=[O:58])C=CC=1OC1C=CN=C(NCCN2CCOCC2)C=1.CN(C(ON1N=NC2C=CC=CC1=2)=[N+](C)C)C.[B-](F)(F)(F)F.CCN(C(C)C)C(C)C.COC1C=CC(CNC2N=C(OC3C=CC(NC(=O)CC(NC4C=CC(F)=CC=4)=O)=CC=3F)C=CN=2)=CC=1. Product: [CH2:21]([O:20][C:17]1[CH:16]=[CH:15][C:14]([NH:13][C:9]2[N:10]=[CH:11][N:12]=[C:7]([O:6][C:5]3[CH:28]=[CH:29][C:2]([NH:1][C:55](=[O:67])[CH2:56][C:57]([NH:59][C:60]4[CH:65]=[CH:64][C:63]([F:66])=[CH:62][CH:61]=4)=[O:58])=[CH:3][C:4]=3[F:30])[CH:8]=2)=[CH:19][CH:18]=1)[C:22]1[CH:27]=[CH:26][CH:25]=[CH:24][CH:23]=1. The catalyst class is: 3.